Dataset: Forward reaction prediction with 1.9M reactions from USPTO patents (1976-2016). Task: Predict the product of the given reaction. (1) Given the reactants C(OCC)(=O)C.[Cl:7][C:8]1[CH:13]=[CH:12][C:11]([C:14](=[O:25])[C:15]2[CH:20]=[CH:19][C:18]([N+:21]([O-])=O)=[C:17]([CH3:24])[CH:16]=2)=[CH:10][CH:9]=1.C(O)(=O)C, predict the reaction product. The product is: [NH2:21][C:18]1[CH:19]=[CH:20][C:15]([C:14]([C:11]2[CH:12]=[CH:13][C:8]([Cl:7])=[CH:9][CH:10]=2)=[O:25])=[CH:16][C:17]=1[CH3:24]. (2) Given the reactants CC1(C)[O:6][C@H:5]([CH2:7][N:8]2[CH:12]=[CH:11][C:10]([NH:13][C:14](=[O:35])[C@@H:15]([N:20]3[CH2:24][C:23]([O:25][C:26]4[CH:31]=[C:30]([CH3:32])[CH:29]=[CH:28][C:27]=4[F:33])=[CH:22][C:21]3=[O:34])[CH2:16][CH:17]([CH3:19])[CH3:18])=[N:9]2)[CH2:4][O:3]1.O.C1(C)C=CC(S(O)(=O)=O)=CC=1, predict the reaction product. The product is: [OH:6][C@@H:5]([CH2:4][OH:3])[CH2:7][N:8]1[CH:12]=[CH:11][C:10]([NH:13][C:14](=[O:35])[C@@H:15]([N:20]2[CH2:24][C:23]([O:25][C:26]3[CH:31]=[C:30]([CH3:32])[CH:29]=[CH:28][C:27]=3[F:33])=[CH:22][C:21]2=[O:34])[CH2:16][CH:17]([CH3:19])[CH3:18])=[N:9]1. (3) Given the reactants Br[C:2]1[CH:7]=[C:6]([F:8])[C:5]([CH:9]([O:22][CH2:23][CH3:24])[C:10]([NH:12][CH2:13][C:14]2[CH:19]=[CH:18][C:17]([C:20]#[N:21])=[CH:16][CH:15]=2)=[O:11])=[C:4]([F:25])[CH:3]=1.[O:26]1[CH:30]=[CH:29][CH:28]=[C:27]1B(O)O, predict the reaction product. The product is: [C:20]([C:17]1[CH:18]=[CH:19][C:14]([CH2:13][NH:12][C:10](=[O:11])[CH:9]([C:5]2[C:6]([F:8])=[CH:7][C:2]([C:27]3[O:26][CH:30]=[CH:29][CH:28]=3)=[CH:3][C:4]=2[F:25])[O:22][CH2:23][CH3:24])=[CH:15][CH:16]=1)#[N:21]. (4) The product is: [F:24][C:25]1[CH:30]=[C:29]([S:31]([CH3:34])(=[O:33])=[O:32])[C:28]([F:35])=[CH:27][C:26]=1[N:21]([CH3:22])[C@H:17]1[CH2:18][CH2:19][CH2:20][N:15]([CH:12]2[CH2:11][CH2:10][N:9]([C:6]3[N:5]=[CH:4][C:3]([CH2:1][CH3:2])=[CH:8][N:7]=3)[CH2:14][CH2:13]2)[C:16]1=[O:23]. Given the reactants [CH2:1]([C:3]1[CH:4]=[N:5][C:6]([N:9]2[CH2:14][CH2:13][CH:12]([N:15]3[CH2:20][CH2:19][CH2:18][C@H:17]([NH:21][CH3:22])[C:16]3=[O:23])[CH2:11][CH2:10]2)=[N:7][CH:8]=1)[CH3:2].[F:24][C:25]1[CH:30]=[C:29]([S:31]([CH3:34])(=[O:33])=[O:32])[C:28]([F:35])=[CH:27][C:26]=1F.C([O-])([O-])=O.[Na+].[Na+], predict the reaction product. (5) Given the reactants Cl.Cl.[NH2:3][CH2:4][CH:5]1[CH2:8][N:7]([C:9]2[C:19]([C:20]#[N:21])=[CH:18][C:12]([C:13]([O:15][CH2:16][CH3:17])=[O:14])=[C:11]([CH3:22])[N:10]=2)[CH2:6]1.[Cl:23][C:24]1[S:28][C:27]([S:29]([NH:32][C:33](=O)[O:34]CC(Cl)(Cl)Cl)(=[O:31])=[O:30])=[CH:26][CH:25]=1.CCN(C(C)C)C(C)C.CCOC(C)=O, predict the reaction product. The product is: [Cl:23][C:24]1[S:28][C:27]([S:29]([NH:32][C:33]([NH:3][CH2:4][CH:5]2[CH2:8][N:7]([C:9]3[C:19]([C:20]#[N:21])=[CH:18][C:12]([C:13]([O:15][CH2:16][CH3:17])=[O:14])=[C:11]([CH3:22])[N:10]=3)[CH2:6]2)=[O:34])(=[O:31])=[O:30])=[CH:26][CH:25]=1. (6) Given the reactants [Cl:1][C:2]1[CH:7]=[C:6]([CH:8]2[CH2:10][CH2:9]2)[CH:5]=[CH:4][C:3]=1[N:11]1[C:15]([CH3:16])=[C:14]([C:17]([OH:19])=O)[N:13]=[N:12]1.[NH2:20][C:21]1[C:22](=[O:34])[N:23]([CH:28]2[CH2:33][CH2:32][CH2:31][CH2:30][CH2:29]2)[N:24]([CH3:27])[C:25]=1[CH3:26].C(N(CC)CC)C.C(P1(=O)OP(CCC)(=O)OP(CCC)(=O)O1)CC, predict the reaction product. The product is: [Cl:1][C:2]1[CH:7]=[C:6]([CH:8]2[CH2:9][CH2:10]2)[CH:5]=[CH:4][C:3]=1[N:11]1[C:15]([CH3:16])=[C:14]([C:17]([NH:20][C:21]2[C:22](=[O:34])[N:23]([CH:28]3[CH2:29][CH2:30][CH2:31][CH2:32][CH2:33]3)[N:24]([CH3:27])[C:25]=2[CH3:26])=[O:19])[N:13]=[N:12]1. (7) Given the reactants [BH4-].[Na+].[Cl:3][C:4]1[C:9]([F:10])=[CH:8][CH:7]=[C:6]([Cl:11])[C:5]=1[C:12](=[O:14])[CH3:13].Cl, predict the reaction product. The product is: [Cl:3][C:4]1[C:9]([F:10])=[CH:8][CH:7]=[C:6]([Cl:11])[C:5]=1[CH:12]([OH:14])[CH3:13]. (8) Given the reactants [CH2:1]([C:3]1[N:7]([C:8]2[CH:13]=[CH:12][CH:11]=[CH:10][C:9]=2[F:14])[N:6]=[N:5][C:4]=1[C:15]([OH:17])=O)[CH3:2].O[N:19]=[C:20]([C:22]1[CH:27]=[CH:26][CH:25]=[CH:24][CH:23]=1)[NH2:21], predict the reaction product. The product is: [CH2:1]([C:3]1[N:7]([C:8]2[CH:13]=[CH:12][CH:11]=[CH:10][C:9]=2[F:14])[N:6]=[N:5][C:4]=1[C:15]1[O:17][N:21]=[C:20]([C:22]2[CH:27]=[CH:26][CH:25]=[CH:24][CH:23]=2)[N:19]=1)[CH3:2]. (9) The product is: [CH:1]1([NH:6][C:7](=[O:35])[C@H:8]([NH:13][CH2:14][C:15]2[CH:20]=[CH:19][N:18]=[C:17]3[NH:21][CH:22]=[C:23]([C:24]([OH:26])=[O:25])[C:16]=23)[C:9]([OH:12])([CH3:11])[CH3:10])[CH2:2][CH2:3][CH2:4][CH2:5]1. Given the reactants [CH:1]1([NH:6][C:7](=[O:35])[C@H:8]([NH:13][CH2:14][C:15]2[CH:20]=[CH:19][N:18]=[C:17]3[N:21](C(OC(C)(C)C)=O)[CH:22]=[C:23]([C:24]([O:26]C)=[O:25])[C:16]=23)[C:9]([OH:12])([CH3:11])[CH3:10])[CH2:5][CH2:4][CH2:3][CH2:2]1.[OH-].[Na+], predict the reaction product.